From a dataset of Reaction yield outcomes from USPTO patents with 853,638 reactions. Predict the reaction yield, written as a fraction of the theoretical maximum amount of product (1.0 means a 100% yield; for example, 0.34 means a 34% yield). (1) The reactants are [N+](C1C=C([N+]([O-])=O)C=CC=1[O-])([O-])=O.[NH2:14][N+:15]1[CH:20]=[CH:19][C:18]2[O:21][CH2:22][CH2:23][C:17]=2[CH:16]=1.C(=O)([O-])[O-].[K+].[K+].[C:30]1([C:36]#[C:37][C:38]([O:40][CH3:41])=[O:39])[CH:35]=[CH:34][CH:33]=[CH:32][CH:31]=1. The catalyst is CN(C)C=O.O. The product is [C:30]1([C:36]2[C:37]([C:38]([O:40][CH3:41])=[O:39])=[C:16]3[C:17]4[CH2:23][CH2:22][O:21][C:18]=4[CH:19]=[CH:20][N:15]3[N:14]=2)[CH:35]=[CH:34][CH:33]=[CH:32][CH:31]=1. The yield is 0.180. (2) The reactants are [CH2:1]([O:3][CH:4]([O:18][CH2:19][CH3:20])[CH2:5][N:6]1[C:14]2[CH2:13][CH2:12][CH2:11][CH2:10][C:9]=2[CH:8]=[C:7]1[C:15](O)=[O:16])[CH3:2].C[N:22](C(ON1N=NC2C=CC=NC1=2)=[N+](C)C)C.F[P-](F)(F)(F)(F)F.C(N(CC)CC)C.[OH-].[NH4+]. The catalyst is CN(C)C=O.CN(C1C=CN=CC=1)C.O. The product is [CH2:1]([O:3][CH:4]([O:18][CH2:19][CH3:20])[CH2:5][N:6]1[C:14]2[CH2:13][CH2:12][CH2:11][CH2:10][C:9]=2[CH:8]=[C:7]1[C:15]([NH2:22])=[O:16])[CH3:2]. The yield is 0.960. (3) The yield is 0.600. The product is [CH3:1][C:2]1[CH:11]=[CH:10][C:9]2[C:4](=[CH:5][CH:6]=[CH:7][C:8]=2[N:12]2[CH2:13][CH2:14][N:15]([CH2:18][CH2:19][C:20]3[CH:21]=[C:22]([NH:23][C:27](=[O:34])[C:28]4[CH:33]=[CH:32][CH:31]=[CH:30][CH:29]=4)[CH:24]=[CH:25][CH:26]=3)[CH2:16][CH2:17]2)[N:3]=1. No catalyst specified. The reactants are [CH3:1][C:2]1[CH:11]=[CH:10][C:9]2[C:4](=[CH:5][CH:6]=[CH:7][C:8]=2[N:12]2[CH2:17][CH2:16][N:15]([CH2:18][CH2:19][C:20]3[CH:21]=[C:22]([CH:24]=[CH:25][CH:26]=3)[NH2:23])[CH2:14][CH2:13]2)[N:3]=1.[C:27](Cl)(=[O:34])[C:28]1[CH:33]=[CH:32][CH:31]=[CH:30][CH:29]=1. (4) The reactants are ClC(Cl)(Cl)CO[C:5](=[O:28])[NH:6][C:7]1[C:8]([CH3:27])=[C:9]([CH3:26])[C:10]2[O:14][CH2:13][CH:12]([C:15]3[CH:20]=[CH:19][C:18]([CH:21]([CH3:23])[CH3:22])=[CH:17][CH:16]=3)[C:11]=2[C:24]=1[CH3:25].[CH3:31][O:32][CH2:33][CH2:34][NH2:35]. The catalyst is CCCCCC.C(OCC)(=O)C. The product is [CH:21]([C:18]1[CH:19]=[CH:20][C:15]([CH:12]2[C:11]3[C:24]([CH3:25])=[C:7]([NH:6][C:5]([NH:35][CH2:34][CH2:33][O:32][CH3:31])=[O:28])[C:8]([CH3:27])=[C:9]([CH3:26])[C:10]=3[O:14][CH2:13]2)=[CH:16][CH:17]=1)([CH3:23])[CH3:22]. The yield is 0.580. (5) The yield is 0.720. The product is [NH2:6][CH2:9][C:10]1[CH:11]=[C:12]([CH:17]=[CH:18][C:19]=1[Br:20])[C:13]([O:15][CH3:16])=[O:14]. The catalyst is O.CCOC(C)=O. The reactants are C1COCC1.[N:6]([CH2:9][C:10]1[CH:11]=[C:12]([CH:17]=[CH:18][C:19]=1[Br:20])[C:13]([O:15][CH3:16])=[O:14])=[N+]=[N-].C1(P(C2C=CC=CC=2)C2C=CC=CC=2)C=CC=CC=1.Cl. (6) The yield is 0.300. The reactants are [CH3:1][O:2][C:3]1[CH:9]=[CH:8][C:7]([C:10]([F:13])([F:12])[F:11])=[CH:6][C:4]=1[NH2:5].C1N=CN([C:19](N2C=NC=C2)=[O:20])C=1.[CH3:26][NH:27][C:28]([C:30]1[CH:35]=[C:34]([O:36][C:37]2[CH:43]=[CH:42][C:40]([NH2:41])=[CH:39][CH:38]=2)[CH:33]=[CH:32][N:31]=1)=[O:29].O. The product is [CH3:1][O:2][C:3]1[CH:9]=[CH:8][C:7]([C:10]([F:11])([F:12])[F:13])=[CH:6][C:4]=1[NH:5][C:19]([NH:41][C:40]1[CH:42]=[CH:43][C:37]([O:36][C:34]2[CH:33]=[CH:32][N:31]=[C:30]([C:28](=[O:29])[NH:27][CH3:26])[CH:35]=2)=[CH:38][CH:39]=1)=[O:20]. The catalyst is C(Cl)Cl. (7) The reactants are COC[N:4]1[C:8]2[CH:9]=[CH:10][C:11]([CH:13]([C:15]3[CH:19]=[CH:18][N:17]([C:20]4[CH:25]=[CH:24][C:23]([CH:26]5[CH2:30][CH2:29][CH:28]([CH2:31][O:32]C6CCCCO6)[O:27]5)=[CH:22][N:21]=4)[N:16]=3)[CH3:14])=[CH:12][C:7]=2[S:6][C:5]1=[O:39]. The catalyst is FC(F)(F)C(O)=O. The product is [OH:32][CH2:31][CH:28]1[O:27][CH:26]([C:23]2[CH:24]=[CH:25][C:20]([N:17]3[CH:18]=[CH:19][C:15]([CH:13]([C:11]4[CH:10]=[CH:9][C:8]5[NH:4][C:5](=[O:39])[S:6][C:7]=5[CH:12]=4)[CH3:14])=[N:16]3)=[N:21][CH:22]=2)[CH2:30][CH2:29]1. The yield is 0.770. (8) The reactants are [CH:1]1([N:7]2[C:12](=[O:13])[CH2:11][C:10](=[O:14])[N:9]([CH2:15][C:16]3[CH:21]=[CH:20][C:19]([C:22]([CH3:25])([CH3:24])[CH3:23])=[CH:18][CH:17]=3)[C:8]2=[O:26])[CH2:6][CH2:5][CH2:4][CH2:3][CH2:2]1.C(N(C(C)C)CC)(C)C.[N:36]([CH2:39][C:40]([O:42]CC)=[O:41])=[C:37]=[O:38]. The catalyst is C(Cl)(Cl)Cl. The product is [CH:1]1([N:7]2[C:12]([OH:13])=[C:11]([C:37]([NH:36][CH2:39][C:40]([OH:42])=[O:41])=[O:38])[C:10](=[O:14])[N:9]([CH2:15][C:16]3[CH:17]=[CH:18][C:19]([C:22]([CH3:23])([CH3:25])[CH3:24])=[CH:20][CH:21]=3)[C:8]2=[O:26])[CH2:2][CH2:3][CH2:4][CH2:5][CH2:6]1. The yield is 0.820.